From a dataset of Full USPTO retrosynthesis dataset with 1.9M reactions from patents (1976-2016). Predict the reactants needed to synthesize the given product. (1) Given the product [N:1]1[C:10]2[C:5](=[CH:6][CH:7]=[CH:8][CH:9]=2)[N:4]=[CH:3][CH:2]=1.[Fe-4:20]([C:29]#[N:30])([C:25]#[N:26])([C:21]#[N:22])([C:23]#[N:24])([C:27]#[N:28])[C:31]#[N:32], predict the reactants needed to synthesize it. The reactants are: [N:1]1[C:10]2[C:5](=[CH:6][CH:7]=[CH:8][CH:9]=2)[N:4]=[CH:3][CH:2]=1.[Cl-].[K+].S([O-])([O-])(=O)=O.[K+].[K+].[Fe-4:20]([C:31]#[N:32])([C:29]#[N:30])([C:27]#[N:28])([C:25]#[N:26])([C:23]#[N:24])[C:21]#[N:22].[K+].[K+].[K+].[K+]. (2) Given the product [Cl:8][C:9]1[CH:10]=[C:11]([NH:23][C:24]2[C:33]3[C:28](=[CH:29][CH:30]=[CH:31][C:32]=3[O:34][CH2:35][C@H:36]3[CH2:40][CH2:39][CH2:38][N:37]3[C:5](=[O:7])[CH2:4][O:3][CH2:1][CH3:2])[N:27]=[CH:26][N:25]=2)[CH:12]=[CH:13][C:14]=1[O:15][CH2:16][C:17]1[CH:22]=[CH:21][CH:20]=[CH:19][N:18]=1, predict the reactants needed to synthesize it. The reactants are: [CH2:1]([O:3][CH2:4][C:5]([OH:7])=O)[CH3:2].[Cl:8][C:9]1[CH:10]=[C:11]([NH:23][C:24]2[C:33]3[C:28](=[CH:29][CH:30]=[CH:31][C:32]=3[O:34][CH2:35][C@H:36]3[CH2:40][CH2:39][CH2:38][NH:37]3)[N:27]=[CH:26][N:25]=2)[CH:12]=[CH:13][C:14]=1[O:15][CH2:16][C:17]1[CH:22]=[CH:21][CH:20]=[CH:19][N:18]=1. (3) Given the product [Cl:1][C:2]1[C:3](=[O:29])[N:4]([C:19]2[CH:20]=[C:21]([CH:25]=[CH:26][C:27]=2[F:28])[C:22]([NH2:31])=[O:23])[C:5]([CH3:18])=[CH:6][C:7]=1[O:8][CH2:9][C:10]1[CH:15]=[CH:14][C:13]([F:16])=[CH:12][C:11]=1[F:17], predict the reactants needed to synthesize it. The reactants are: [Cl:1][C:2]1[C:3](=[O:29])[N:4]([C:19]2[CH:20]=[C:21]([CH:25]=[CH:26][C:27]=2[F:28])[C:22](O)=[O:23])[C:5]([CH3:18])=[CH:6][C:7]=1[O:8][CH2:9][C:10]1[CH:15]=[CH:14][C:13]([F:16])=[CH:12][C:11]=1[F:17].C[N:31]1CCOCC1.ClC1N=C(OC)N=C(OC)N=1.[NH4+].[OH-]. (4) Given the product [C:60]([O:64][C:65]([N:67]1[CH2:73][CH2:72][C:71]2[C:74]([S:79][CH2:80][C:81]3[CH:82]=[N:83][C:84]([NH:59][CH:53]4[CH2:58][CH2:57][CH2:56][CH2:55][CH2:54]4)=[CH:85][CH:86]=3)=[C:75]([Cl:78])[CH:76]=[CH:77][C:70]=2[CH2:69][CH2:68]1)=[O:66])([CH3:63])([CH3:61])[CH3:62], predict the reactants needed to synthesize it. The reactants are: C1C=CC(P(C2C(C3C(P(C4C=CC=CC=4)C4C=CC=CC=4)=CC=C4C=3C=CC=C4)=C3C(C=CC=C3)=CC=2)C2C=CC=CC=2)=CC=1.CC(C)([O-])C.[Na+].[CH:53]1([NH2:59])[CH2:58][CH2:57][CH2:56][CH2:55][CH2:54]1.[C:60]([O:64][C:65]([N:67]1[CH2:73][CH2:72][C:71]2[C:74]([S:79][CH2:80][C:81]3[CH:82]=[N:83][C:84](Cl)=[CH:85][CH:86]=3)=[C:75]([Cl:78])[CH:76]=[CH:77][C:70]=2[CH2:69][CH2:68]1)=[O:66])([CH3:63])([CH3:62])[CH3:61].